Dataset: Full USPTO retrosynthesis dataset with 1.9M reactions from patents (1976-2016). Task: Predict the reactants needed to synthesize the given product. (1) Given the product [Cl:19][C:13]1[CH:14]=[C:15]([Cl:18])[CH:16]=[CH:17][C:12]=1[CH2:11][N:7]1[C:6]2[CH:20]=[C:2]([C:28]3[CH:27]=[CH:26][CH:25]=[C:24]([O:23][CH3:22])[CH:29]=3)[CH:3]=[C:4]([CH3:21])[C:5]=2[N:9]=[C:8]1[CH3:10], predict the reactants needed to synthesize it. The reactants are: Br[C:2]1[CH:3]=[C:4]([CH3:21])[C:5]2[N:9]=[C:8]([CH3:10])[N:7]([CH2:11][C:12]3[CH:17]=[CH:16][C:15]([Cl:18])=[CH:14][C:13]=3[Cl:19])[C:6]=2[CH:20]=1.[CH3:22][O:23][C:24]1[CH:25]=[C:26](B(O)O)[CH:27]=[CH:28][CH:29]=1. (2) Given the product [Cl:17][C:18]1[CH:19]=[CH:20][C:21]([C:24]2[CH:29]=[CH:28][C:27]([NH:30][C:31](=[O:34])[C:32]#[C:33][C:2]3[CH:16]=[CH:15][C:5]([CH2:6][N:7]4[CH2:12][CH2:11][CH:10]([O:13][CH3:14])[CH2:9][CH2:8]4)=[CH:4][CH:3]=3)=[CH:26][CH:25]=2)=[CH:22][CH:23]=1, predict the reactants needed to synthesize it. The reactants are: I[C:2]1[CH:16]=[CH:15][C:5]([CH2:6][N:7]2[CH2:12][CH2:11][CH:10]([O:13][CH3:14])[CH2:9][CH2:8]2)=[CH:4][CH:3]=1.[Cl:17][C:18]1[CH:23]=[CH:22][C:21]([C:24]2[CH:29]=[CH:28][C:27]([NH:30][C:31](=[O:34])[C:32]#[CH:33])=[CH:26][CH:25]=2)=[CH:20][CH:19]=1. (3) The reactants are: Br[C:2]1[CH:3]=[C:4]2[C:9](=[CH:10][CH:11]=1)[N:8]=[CH:7][N:6]([CH2:12][CH2:13][O:14][C:15]1[N:20]=[CH:19][CH:18]=[CH:17][N:16]=1)[C:5]2=[O:21].[F:22][C:23]([F:35])([F:34])[O:24][C:25]1[CH:30]=[CH:29][C:28](B(O)O)=[CH:27][CH:26]=1.C(=O)([O-])[O-].[K+].[K+]. Given the product [N:16]1[CH:17]=[CH:18][CH:19]=[N:20][C:15]=1[O:14][CH2:13][CH2:12][N:6]1[C:5](=[O:21])[C:4]2[C:9](=[CH:10][CH:11]=[C:2]([C:28]3[CH:27]=[CH:26][C:25]([O:24][C:23]([F:22])([F:34])[F:35])=[CH:30][CH:29]=3)[CH:3]=2)[N:8]=[CH:7]1, predict the reactants needed to synthesize it. (4) The reactants are: C[O:2][C:3](=[O:27])[C:4]1[CH:9]=[CH:8][CH:7]=[C:6]([C:10]2[CH:11]=[C:12]([C:20]([S:23]([CH3:26])(=[O:25])=[O:24])([CH3:22])[CH3:21])[CH:13]=[C:14]3[C:19]=2[N:18]=[CH:17][CH:16]=[CH:15]3)[CH:5]=1.[Li+].[OH-].Cl. Given the product [CH3:26][S:23]([C:20]([C:12]1[CH:13]=[C:14]2[C:19](=[C:10]([C:6]3[CH:5]=[C:4]([CH:9]=[CH:8][CH:7]=3)[C:3]([OH:27])=[O:2])[CH:11]=1)[N:18]=[CH:17][CH:16]=[CH:15]2)([CH3:22])[CH3:21])(=[O:25])=[O:24], predict the reactants needed to synthesize it. (5) Given the product [C:9]1([S:15]([N:18]2[C:26]3[C:21](=[CH:22][C:23]([C:2]4[N:6]([CH3:7])[N:5]=[C:4]([NH2:8])[CH:3]=4)=[CH:24][CH:25]=3)[CH:20]=[C:19]2[C:36]2[C:37]([F:43])=[CH:38][CH:39]=[CH:40][C:41]=2[F:42])(=[O:17])=[O:16])[CH:10]=[CH:11][CH:12]=[CH:13][CH:14]=1, predict the reactants needed to synthesize it. The reactants are: Br[C:2]1[N:6]([CH3:7])[N:5]=[C:4]([NH2:8])[CH:3]=1.[C:9]1([S:15]([N:18]2[C:26]3[C:21](=[CH:22][C:23](B4OC(C)(C)C(C)(C)O4)=[CH:24][CH:25]=3)[CH:20]=[C:19]2[C:36]2[C:41]([F:42])=[CH:40][CH:39]=[CH:38][C:37]=2[F:43])(=[O:17])=[O:16])[CH:14]=[CH:13][CH:12]=[CH:11][CH:10]=1.C([O-])([O-])=O.[K+].[K+]. (6) Given the product [Cl:13][C:14]1[CH:19]=[CH:18][C:17]([C:9]2[C:8]([O:23][CH2:24][C:25]3[CH:30]=[CH:29][N:28]=[CH:27][CH:26]=3)=[N:7][CH:6]=[C:5]([CH:10]=2)[C:3]([NH:31][CH2:32][C@:33]([CH:35]2[CH2:37][CH2:36]2)([OH:34])[CH3:38])=[O:4])=[CH:16][CH:15]=1, predict the reactants needed to synthesize it. The reactants are: CO[C:3]([C:5]1[CH:6]=[N:7][C:8](Cl)=[C:9](Br)[CH:10]=1)=[O:4].[Cl:13][C:14]1[CH:19]=[CH:18][C:17](B(O)O)=[CH:16][CH:15]=1.[OH:23][CH2:24][C:25]1[CH:30]=[CH:29][N:28]=[CH:27][CH:26]=1.[NH2:31][CH2:32][C@:33]([CH3:38])([CH:35]1[CH2:37][CH2:36]1)[OH:34]. (7) Given the product [Br:1][C:2]1[CH:3]=[CH:4][C:5]([C:8]2[O:9][C:10]3[CH:16]=[C:15]([O:17][CH3:18])[CH:14]=[CH:13][C:11]=3[N:12]=2)=[N:22][CH:21]=1, predict the reactants needed to synthesize it. The reactants are: [Br:1][C:2]1N=C[C:5]([C:8]2[O:9][C:10]3[CH:16]=[C:15]([O:17][CH3:18])[CH:14]=[CH:13][C:11]=3[N:12]=2)=[CH:4][CH:3]=1.BrC1[CH:21]=[N:22]C(C=O)=CC=1. (8) Given the product [ClH:41].[NH2:8][CH:9]1[CH2:14][CH2:13][N:12]([C:15]2[CH:16]=[C:17]([CH:21]3[N:25]([C:26]4[CH:31]=[CH:30][C:29]([F:32])=[CH:28][C:27]=4[F:33])[N:24]=[C:23]([C:34]([F:40])([F:39])[C:35]([F:38])([F:37])[F:36])[CH2:22]3)[CH:18]=[CH:19][CH:20]=2)[CH2:11][CH2:10]1, predict the reactants needed to synthesize it. The reactants are: C([NH:8][CH:9]1[CH2:14][CH2:13][N:12]([C:15]2[CH:16]=[C:17]([CH:21]3[N:25]([C:26]4[CH:31]=[CH:30][C:29]([F:32])=[CH:28][C:27]=4[F:33])[N:24]=[C:23]([C:34]([F:40])([F:39])[C:35]([F:38])([F:37])[F:36])[CH2:22]3)[CH:18]=[CH:19][CH:20]=2)[CH2:11][CH2:10]1)(OC(C)(C)C)=O.[ClH:41].